This data is from Full USPTO retrosynthesis dataset with 1.9M reactions from patents (1976-2016). The task is: Predict the reactants needed to synthesize the given product. (1) Given the product [F:2][C:3]([F:14])([F:13])[C:4]1[C:9]([C:10]([OH:16])=[O:11])=[CH:8][N:7]=[CH:6][CH:5]=1, predict the reactants needed to synthesize it. The reactants are: Cl.[F:2][C:3]([F:14])([F:13])[C:4]1[C:9]([C:10](N)=[O:11])=[CH:8][N:7]=[CH:6][CH:5]=1.C(=O)([O-])[O-:16].[Na+].[Na+]. (2) The reactants are: [CH2:1]([Si:3]([C:8]#[CH:9])([CH2:6][CH3:7])[CH2:4][CH3:5])[CH3:2].C(N(CC)CC)C.Cl[C:18]1[C:23]([CH2:24][C:25]([O:27][CH3:28])=[O:26])=[CH:22][CH:21]=[CH:20][N:19]=1.C1(P(C2C=CC=CC=2)C2C=CC=CC=2)C=CC=CC=1. Given the product [CH2:8]([Si:3]([C:6]#[C:7][C:18]1[C:23]([CH2:24][C:25]([O:27][CH3:28])=[O:26])=[CH:22][CH:21]=[CH:20][N:19]=1)([CH2:4][CH3:5])[CH2:1][CH3:2])[CH3:9], predict the reactants needed to synthesize it. (3) Given the product [CH:43]1([N:3]2[C:2](=[O:1])[CH2:7][O:6][C:5]3[N:8]=[C:9]([C:18]4[CH:23]=[CH:22][C:21]([C:24]5([NH:28][C:29](=[O:35])[O:30][C:31]([CH3:32])([CH3:34])[CH3:33])[CH2:25][CH2:26][CH2:27]5)=[CH:20][CH:19]=4)[C:10]([C:12]4[CH:13]=[CH:14][CH:15]=[CH:16][CH:17]=4)=[CH:11][C:4]2=3)[CH2:46][CH2:45][CH2:44]1, predict the reactants needed to synthesize it. The reactants are: [O:1]=[C:2]1[CH2:7][O:6][C:5]2[N:8]=[C:9]([C:18]3[CH:23]=[CH:22][C:21]([C:24]4([NH:28][C:29](=[O:35])[O:30][C:31]([CH3:34])([CH3:33])[CH3:32])[CH2:27][CH2:26][CH2:25]4)=[CH:20][CH:19]=3)[C:10]([C:12]3[CH:17]=[CH:16][CH:15]=[CH:14][CH:13]=3)=[CH:11][C:4]=2[NH:3]1.C(=O)([O-])[O-].[K+].[K+].Br[CH:43]1[CH2:46][CH2:45][CH2:44]1. (4) Given the product [CH:1]1([C:4]2[C:8]3[CH2:9][CH2:10][C:11]4[N:12]=[C:13]([NH:16][C:17](=[O:19])[CH3:18])[S:14][C:15]=4[C:7]=3[N:6]([CH:20]3[CH2:21][CH2:22][N:23]([C:26]([CH:28]4[CH2:29][CH2:30][N:31]([CH2:34][CH2:35][CH3:36])[CH2:32][CH2:33]4)=[O:27])[CH2:24][CH2:25]3)[N:5]=2)[CH2:3][CH2:2]1, predict the reactants needed to synthesize it. The reactants are: [CH:1]1([C:4]2[C:8]3[CH2:9][CH2:10][C:11]4[N:12]=[C:13]([NH:16][C:17](=[O:19])[CH3:18])[S:14][C:15]=4[C:7]=3[N:6]([CH:20]3[CH2:25][CH2:24][N:23]([C:26]([CH:28]4[CH2:33][CH2:32][NH:31][CH2:30][CH2:29]4)=[O:27])[CH2:22][CH2:21]3)[N:5]=2)[CH2:3][CH2:2]1.[CH:34](=O)[CH2:35][CH3:36].C([O-])(=O)C.[Na+]. (5) Given the product [Br:1][C:2]1[CH:7]=[CH:6][C:5]([C:8]([C:9]2[CH:10]=[CH:11][NH:12][N:19]=2)([CH3:17])[CH3:16])=[CH:4][CH:3]=1, predict the reactants needed to synthesize it. The reactants are: [Br:1][C:2]1[CH:7]=[CH:6][C:5]([C:8]([CH3:17])([CH3:16])[C:9](=O)/[CH:10]=[CH:11]/[N:12](C)C)=[CH:4][CH:3]=1.O.[NH2:19]N. (6) Given the product [N+:34]([C:4]1[CH:3]=[CH:2][C:1]([C:7]2([C:19]#[N:20])[CH2:8][CH2:9][N:10]([C:13](=[O:18])[C:14]([F:16])([F:17])[F:15])[CH2:11][CH2:12]2)=[CH:6][CH:5]=1)([O-:36])=[O:35], predict the reactants needed to synthesize it. The reactants are: [C:1]1([C:7]2([C:19]#[N:20])[CH2:12][CH2:11][N:10]([C:13](=[O:18])[C:14]([F:17])([F:16])[F:15])[CH2:9][CH2:8]2)[CH:6]=[CH:5][CH:4]=[CH:3][CH:2]=1.FC(F)(F)C(OC(=O)C(F)(F)F)=O.[N+:34]([O-])([O-:36])=[O:35].[K+].O. (7) Given the product [N:1]1[C:5]2[C:6]3[CH:12]=[CH:11][S:10][C:7]=3[CH2:8][CH2:9][C:4]=2[S:3][C:2]=1[NH:13][S:20]([C:17]1[CH:16]=[CH:15][C:14]([C:24]2[CH:29]=[CH:28][CH:27]=[CH:26][CH:25]=2)=[CH:19][CH:18]=1)(=[O:22])=[O:21], predict the reactants needed to synthesize it. The reactants are: [N:1]1[C:5]2[C:6]3[CH:12]=[CH:11][S:10][C:7]=3[CH2:8][CH2:9][C:4]=2[S:3][C:2]=1[NH2:13].[C:14]1([C:24]2[CH:29]=[CH:28][CH:27]=[CH:26][CH:25]=2)[CH:19]=[CH:18][C:17]([S:20](Cl)(=[O:22])=[O:21])=[CH:16][CH:15]=1. (8) Given the product [OH:36][C:33]1[CH:34]=[CH:35][C:30]([S:26]([NH:27][C:23]([C:19]2[O:20][C:21]([CH3:22])=[C:17]([CH2:16][O:15][C:12]3[CH:11]=[CH:10][C:9]([C:6]4[CH:7]=[CH:8][C:3]([O:2][CH3:1])=[CH:4][CH:5]=4)=[CH:14][CH:13]=3)[CH:18]=2)=[O:24])(=[O:28])=[O:29])=[CH:31][CH:32]=1, predict the reactants needed to synthesize it. The reactants are: [CH3:1][O:2][C:3]1[CH:8]=[CH:7][C:6]([C:9]2[CH:14]=[CH:13][C:12]([O:15][CH2:16][C:17]3[CH:18]=[C:19]([C:23](O)=[O:24])[O:20][C:21]=3[CH3:22])=[CH:11][CH:10]=2)=[CH:5][CH:4]=1.[S:26]([C:30]1[CH:35]=[CH:34][C:33]([O:36]C(=O)C)=[CH:32][CH:31]=1)(=[O:29])(=[O:28])[NH2:27].C[O-].[Na+]. (9) Given the product [CH3:16][C:17]([CH3:20])([CH3:19])[CH2:18][O:6][S:3]([C:2]([F:15])([F:14])[F:1])(=[O:5])=[O:4], predict the reactants needed to synthesize it. The reactants are: [F:1][C:2]([F:15])([F:14])[S:3]([O:6]S(C(F)(F)F)(=O)=O)(=[O:5])=[O:4].[CH2:16](O)[C:17]([CH3:20])([CH3:19])[CH3:18].N1C(C)=CC=CC=1C.